This data is from Forward reaction prediction with 1.9M reactions from USPTO patents (1976-2016). The task is: Predict the product of the given reaction. (1) The product is: [CH2:25]([S:29]([N:13]1[CH2:14][CH2:15][C@H:11]([N:10]([CH2:16][C:17]2[CH:22]=[C:21]([F:23])[CH:20]=[CH:19][C:18]=2[F:24])[C:8]2[CH:7]=[CH:6][C:3]([C:4]#[N:5])=[C:2]([Cl:1])[CH:9]=2)[CH2:12]1)(=[O:31])=[O:30])[CH2:26][CH2:27][CH3:28]. Given the reactants [Cl:1][C:2]1[CH:9]=[C:8]([N:10]([CH2:16][C:17]2[CH:22]=[C:21]([F:23])[CH:20]=[CH:19][C:18]=2[F:24])[C@H:11]2[CH2:15][CH2:14][NH:13][CH2:12]2)[CH:7]=[CH:6][C:3]=1[C:4]#[N:5].[CH2:25]([S:29](Cl)(=[O:31])=[O:30])[CH2:26][CH2:27][CH3:28], predict the reaction product. (2) Given the reactants [CH2:1]([O:3][C:4]([C:6]1[NH:7][C:8]2[C:13]([CH:14]=1)=[CH:12][C:11](Br)=[CH:10][CH:9]=2)=[O:5])[CH3:2].CC([O-])=O.[K+].[B:21]1([B:21]2[O:25][C:24]([CH3:27])([CH3:26])[C:23]([CH3:29])([CH3:28])[O:22]2)[O:25][C:24]([CH3:27])([CH3:26])[C:23]([CH3:29])([CH3:28])[O:22]1, predict the reaction product. The product is: [CH2:1]([O:3][C:4]([C:6]1[NH:7][C:8]2[C:13]([CH:14]=1)=[CH:12][C:11]([B:21]1[O:25][C:24]([CH3:27])([CH3:26])[C:23]([CH3:29])([CH3:28])[O:22]1)=[CH:10][CH:9]=2)=[O:5])[CH3:2].